From a dataset of Blood-brain barrier permeability classification from the B3DB database. Regression/Classification. Given a drug SMILES string, predict its absorption, distribution, metabolism, or excretion properties. Task type varies by dataset: regression for continuous measurements (e.g., permeability, clearance, half-life) or binary classification for categorical outcomes (e.g., BBB penetration, CYP inhibition). Dataset: b3db_classification. (1) The compound is C[C@@H]1C[C@H]2[C@@H]3C[C@H](F)C4=CC(=O)C=C[C@]4(C)[C@H]3[C@@H](O)C[C@]2(C)[C@H]1C(=O)CO. The result is 1 (penetrates BBB). (2) The drug is COc1cccc2c1C[C@H](CCCNCCCCN1C(=O)CC3(CCCC3)CC1=O)CO2. The result is 1 (penetrates BBB). (3) The molecule is COc1ccc(C(Cl)=C(c2ccc(OC)cc2)c2ccc(OC)cc2)cc1. The result is 0 (does not penetrate BBB). (4) The molecule is CC1CC2C3CCC4=CC(=O)C=CC4(C)C3(F)C(O)CC2(C)C1(O)C(=O)CO. The result is 1 (penetrates BBB). (5) The molecule is CN1CCC[C@@H](c2nc3ccccc3n2Cc2ccc(F)cc2)C1. The result is 1 (penetrates BBB). (6) The drug is COc1ccc2c(c1OC)[C@]13CCN(C)[C@H](C2)[C@]1(O)CC[C@@H](O)C3. The result is 1 (penetrates BBB).